From a dataset of Catalyst prediction with 721,799 reactions and 888 catalyst types from USPTO. Predict which catalyst facilitates the given reaction. Reactant: [H-].[Na+].[Br:3][C:4]1[N:9]=[CH:8][C:7]2[CH:10]=[C:11]([C:13]3[CH:14]=[N:15][N:16]([CH3:18])[CH:17]=3)[NH:12][C:6]=2[CH:5]=1.Br[CH2:20][CH:21]1[CH2:25][CH2:24][CH2:23][CH2:22]1. Product: [Br:3][C:4]1[N:9]=[CH:8][C:7]2[CH:10]=[C:11]([C:13]3[CH:14]=[N:15][N:16]([CH3:18])[CH:17]=3)[N:12]([CH2:20][CH:21]3[CH2:25][CH2:24][CH2:23][CH2:22]3)[C:6]=2[CH:5]=1. The catalyst class is: 303.